Dataset: Reaction yield outcomes from USPTO patents with 853,638 reactions. Task: Predict the reaction yield, written as a fraction of the theoretical maximum amount of product (1.0 means a 100% yield; for example, 0.34 means a 34% yield). (1) The reactants are [N+:1]([C:4]1[CH:5]=[N:6][CH:7]=[CH:8][C:9]=1[NH:10][CH2:11][C@@H:12]1[CH2:16][CH2:15][NH:14][CH2:13]1)([O-:3])=[O:2].C(N(CC)C(C)C)(C)C.[CH:26]1([C:29](Cl)=[O:30])[CH2:28][CH2:27]1. The catalyst is ClCCl.C(=O)(O)[O-].[Na+]. The product is [CH:26]1([C:29]([N:14]2[CH2:15][CH2:16][C@@H:12]([CH2:11][NH:10][C:9]3[CH:8]=[CH:7][N:6]=[CH:5][C:4]=3[N+:1]([O-:3])=[O:2])[CH2:13]2)=[O:30])[CH2:28][CH2:27]1. The yield is 0.920. (2) The product is [N+:19]([C:14]1[CH:15]=[CH:16][CH:17]=[CH:18][C:13]=1[N:1]1[CH2:6][CH2:5][CH2:4][CH2:3][CH2:2]1)([O-:21])=[O:20]. The yield is 0.988. The catalyst is O. The reactants are [NH:1]1[CH2:6][CH2:5][CH2:4][CH2:3][CH2:2]1.CN(C)C=O.F[C:13]1[CH:18]=[CH:17][CH:16]=[CH:15][C:14]=1[N+:19]([O-:21])=[O:20]. (3) The reactants are CC1(C)C(C)(C)OB([C:9]2[CH:14]=[CH:13][N:12]=[C:11]([NH:15][C:16](=[O:19])[CH2:17][CH3:18])[CH:10]=2)O1.Br[C:22]1[C:23]([C:31]2[CH:36]=[CH:35][C:34]([F:37])=[CH:33][CH:32]=2)=[N:24][N:25]([CH2:27][CH2:28][O:29][CH3:30])[CH:26]=1.C(=O)([O-])[O-].[Cs+].[Cs+]. The catalyst is O1CCOCC1.C1(P(C2C=CC=CC=2)[C-]2C=CC=C2)C=CC=CC=1.[C-]1(P(C2C=CC=CC=2)C2C=CC=CC=2)C=CC=C1.[Fe+2].Cl[Pd]Cl. The product is [F:37][C:34]1[CH:33]=[CH:32][C:31]([C:23]2[C:22]([C:9]3[CH:14]=[CH:13][N:12]=[C:11]([NH:15][C:16](=[O:19])[CH2:17][CH3:18])[CH:10]=3)=[CH:26][N:25]([CH2:27][CH2:28][O:29][CH3:30])[N:24]=2)=[CH:36][CH:35]=1. The yield is 0.690. (4) The reactants are [CH3:1][O:2][CH2:3][CH2:4][O:5][CH2:6][C:7]([C:10]1[CH:15]=[CH:14][C:13]([NH:16][C:17](=[O:19])[CH3:18])=[CH:12][C:11]=1[N+:20]([O-])=O)([CH3:9])[CH3:8]. The catalyst is CO.[Ni]. The product is [NH2:20][C:11]1[CH:12]=[C:13]([NH:16][C:17](=[O:19])[CH3:18])[CH:14]=[CH:15][C:10]=1[C:7]([CH3:9])([CH3:8])[CH2:6][O:5][CH2:4][CH2:3][O:2][CH3:1]. The yield is 0.350. (5) The reactants are [N:1]12[CH2:8][CH2:7][C:4]([C:9]([C:17]3[CH:22]=[CH:21][CH:20]=[CH:19][CH:18]=3)([C:11]3[CH:16]=[CH:15][CH:14]=[CH:13][CH:12]=3)[OH:10])([CH2:5][CH2:6]1)[CH2:3][CH2:2]2.[Br:23][CH2:24][CH2:25][N:26]1[C:34](=[O:35])[C:33]2[C:28](=[CH:29][CH:30]=[CH:31][CH:32]=2)[C:27]1=[O:36]. The catalyst is CC#N. The product is [Br-:23].[O:36]=[C:27]1[C:28]2[C:33](=[CH:32][CH:31]=[CH:30][CH:29]=2)[C:34](=[O:35])[N:26]1[CH2:25][CH2:24][N+:1]12[CH2:6][CH2:5][C:4]([C:9]([OH:10])([C:17]3[CH:22]=[CH:21][CH:20]=[CH:19][CH:18]=3)[C:11]3[CH:12]=[CH:13][CH:14]=[CH:15][CH:16]=3)([CH2:3][CH2:2]1)[CH2:7][CH2:8]2. The yield is 0.518. (6) The reactants are Cl[C:2]1[CH:28]=[CH:27][C:5]([C:6]([NH:8][C:9]2[CH:14]=[CH:13][C:12]([O:15][CH3:16])=[C:11]([NH:17][C:18](=[O:26])[CH2:19][N:20]3[CH2:25][CH2:24][O:23][CH2:22][CH2:21]3)[CH:10]=2)=[O:7])=[CH:4][N:3]=1.[F:29][C:30]1[CH:35]=[CH:34][CH:33]=[CH:32][C:31]=1B(O)O.C(=O)([O-])[O-].[K+].[K+]. The catalyst is COCCOC.O. The product is [F:29][C:30]1[CH:35]=[CH:34][CH:33]=[CH:32][C:31]=1[C:2]1[CH:28]=[CH:27][C:5]([C:6]([NH:8][C:9]2[CH:14]=[CH:13][C:12]([O:15][CH3:16])=[C:11]([NH:17][C:18](=[O:26])[CH2:19][N:20]3[CH2:25][CH2:24][O:23][CH2:22][CH2:21]3)[CH:10]=2)=[O:7])=[CH:4][N:3]=1. The yield is 0.400. (7) The reactants are C([O:3][C:4]1[CH:5]=[C:6]([CH:9]=[CH:10][C:11]=1[O:12]CC)[C:7]#[N:8])C.COC1C=C(C=CC=1O)C#N.[Br-].[Li+]. No catalyst specified. The product is [OH:3][C:4]1[CH:5]=[C:6]([CH:9]=[CH:10][C:11]=1[OH:12])[C:7]#[N:8]. The yield is 0.790. (8) The reactants are F[C:2]1[CH:3]=[CH:4][C:5]([N+:15]([O-:17])=[O:16])=[C:6]([CH:14]=1)[O:7][CH:8]1[CH2:13][CH2:12][O:11][CH2:10][CH2:9]1.[CH3:18][S:19]([CH2:22][C:23]1[N:28]=[CH:27][C:26]([OH:29])=[CH:25][CH:24]=1)(=[O:21])=[O:20].C(=O)([O-])[O-].[K+].[K+].O. The catalyst is CN(C)C=O.CCCCCC.C(OCC)(=O)C. The product is [CH3:18][S:19]([CH2:22][C:23]1[CH:24]=[CH:25][C:26]([O:29][C:2]2[CH:3]=[CH:4][C:5]([N+:15]([O-:17])=[O:16])=[C:6]([O:7][CH:8]3[CH2:13][CH2:12][O:11][CH2:10][CH2:9]3)[CH:14]=2)=[CH:27][N:28]=1)(=[O:21])=[O:20]. The yield is 0.950.